This data is from Peptide-MHC class II binding affinity with 134,281 pairs from IEDB. The task is: Regression. Given a peptide amino acid sequence and an MHC pseudo amino acid sequence, predict their binding affinity value. This is MHC class II binding data. (1) The peptide sequence is IEDVQTDIPSEPWNT. The MHC is DRB1_0701 with pseudo-sequence DRB1_0701. The binding affinity (normalized) is 0.283. (2) The peptide sequence is DRRWCFDGPRTNTIL. The MHC is DRB1_1501 with pseudo-sequence DRB1_1501. The binding affinity (normalized) is 0.